This data is from Full USPTO retrosynthesis dataset with 1.9M reactions from patents (1976-2016). The task is: Predict the reactants needed to synthesize the given product. (1) Given the product [N:35]1[CH:40]=[CH:39][CH:38]=[C:37]([C:41]2[CH:49]=[CH:48][CH:47]=[CH:46][C:42]=2[C:43]([N:3]2[CH2:4][CH2:5][C@@H:6]3[C@@H:1]([N:8]([C:9]4[CH:18]=[N:17][C:16]5[C:11](=[CH:12][CH:13]=[CH:14][CH:15]=5)[N:10]=4)[CH2:7]3)[CH2:2]2)=[O:44])[CH:36]=1, predict the reactants needed to synthesize it. The reactants are: [C@@H:1]12[N:8]([C:9]3[CH:18]=[N:17][C:16]4[C:11](=[CH:12][CH:13]=[CH:14][CH:15]=4)[N:10]=3)[CH2:7][C@@H:6]1[CH2:5][CH2:4][NH:3][CH2:2]2.CC1C=C(C)N=C(N2[C@@H]3[C@@H](CCNC3)C2)N=1.[N:35]1[CH:40]=[CH:39][CH:38]=[C:37]([C:41]2[CH:49]=[CH:48][CH:47]=[CH:46][C:42]=2[C:43](O)=[O:44])[CH:36]=1.S1C=CC=C1C1C=CC=CC=1C(O)=O. (2) Given the product [CH3:32][O:31][C:29](=[O:30])[CH2:28][C:22]1([OH:26])[C:23]2[C:18](=[CH:17][C:16]([S:13]([C:7]3[CH:8]=[CH:9][CH:10]=[CH:11][CH:12]=3)(=[O:15])=[O:14])=[CH:25][CH:24]=2)[CH2:19][CH2:20][CH2:21]1, predict the reactants needed to synthesize it. The reactants are: C1C=CC=CC=1.[C:7]1([S:13]([C:16]2[CH:17]=[C:18]3[C:23](=[CH:24][CH:25]=2)[C:22](=[O:26])[CH2:21][CH2:20][CH2:19]3)(=[O:15])=[O:14])[CH:12]=[CH:11][CH:10]=[CH:9][CH:8]=1.Br[CH:28](C)[C:29]([O:31][CH2:32]C)=[O:30]. (3) Given the product [C:1]([O:5][C:6](=[O:26])[CH2:7][N:8]1[C:16]2[C:11](=[C:12]([CH3:25])[CH:13]=[C:14]([OH:17])[CH:15]=2)[CH:10]=[CH:9]1)([CH3:4])([CH3:3])[CH3:2], predict the reactants needed to synthesize it. The reactants are: [C:1]([O:5][C:6](=[O:26])[CH2:7][N:8]1[C:16]2[C:11](=[C:12]([CH3:25])[CH:13]=[C:14]([O:17]CC3C=CC=CC=3)[CH:15]=2)[CH:10]=[CH:9]1)([CH3:4])([CH3:3])[CH3:2]. (4) Given the product [CH3:20][O:19][C:17](=[O:18])[CH2:16][CH2:15][C:12]1[CH:13]=[CH:14][C:9]([B:25]2[O:29][C:28]([CH3:31])([CH3:30])[C:27]([CH3:33])([CH3:32])[O:26]2)=[CH:10][CH:11]=1, predict the reactants needed to synthesize it. The reactants are: C[Si](C=[N+]=[N-])(C)C.Br[C:9]1[CH:14]=[CH:13][C:12]([CH2:15][CH2:16][C:17]([OH:19])=[O:18])=[CH:11][CH:10]=1.[C:20]([O-])(=O)C.[K+].[B:25]1([B:25]2[O:29][C:28]([CH3:31])([CH3:30])[C:27]([CH3:33])([CH3:32])[O:26]2)[O:29][C:28]([CH3:31])([CH3:30])[C:27]([CH3:33])([CH3:32])[O:26]1. (5) Given the product [Cl:8][C:9]1[CH:14]=[CH:13][C:12]([C:15]2[CH:16]=[CH:17][C:18]([NH:21][C:22](=[O:36])/[CH:23]=[CH:24]/[C:25]3[CH:26]=[CH:27][C:28]([CH:31]=[O:32])=[CH:29][CH:30]=3)=[CH:19][CH:20]=2)=[CH:11][CH:10]=1, predict the reactants needed to synthesize it. The reactants are: FC(F)(F)C(O)=O.[Cl:8][C:9]1[CH:14]=[CH:13][C:12]([C:15]2[CH:20]=[CH:19][C:18]([NH:21][C:22](=[O:36])/[CH:23]=[CH:24]/[C:25]3[CH:30]=[CH:29][C:28]([CH:31](OC)[O:32]C)=[CH:27][CH:26]=3)=[CH:17][CH:16]=2)=[CH:11][CH:10]=1. (6) Given the product [CH3:1][C:2]1[CH:7]=[CH:6][C:5]([S:8]([O:16][CH2:15][CH:14]([C:13]([OH:21])([CH3:20])[CH3:12])[C:17]([CH3:19])=[CH2:18])(=[O:10])=[O:9])=[CH:4][CH:3]=1, predict the reactants needed to synthesize it. The reactants are: [CH3:1][C:2]1[CH:7]=[CH:6][C:5]([S:8](Cl)(=[O:10])=[O:9])=[CH:4][CH:3]=1.[CH3:12][C:13]([OH:21])([CH3:20])[CH:14]([C:17]([CH3:19])=[CH2:18])[CH2:15][OH:16].C(N(CC)CC)C.